Task: Predict the product of the given reaction.. Dataset: Forward reaction prediction with 1.9M reactions from USPTO patents (1976-2016) The product is: [Br:1][C:2]1[CH:9]=[CH:8][C:7]([C:10]([F:12])([F:13])[F:11])=[CH:6][C:3]=1[CH2:4][OH:5]. Given the reactants [Br:1][C:2]1[CH:9]=[CH:8][C:7]([C:10]([F:13])([F:12])[F:11])=[CH:6][C:3]=1[CH:4]=[O:5].[BH4-].[Na+], predict the reaction product.